Dataset: Peptide-MHC class II binding affinity with 134,281 pairs from IEDB. Task: Regression. Given a peptide amino acid sequence and an MHC pseudo amino acid sequence, predict their binding affinity value. This is MHC class II binding data. (1) The MHC is HLA-DQA10301-DQB10302 with pseudo-sequence HLA-DQA10301-DQB10302. The peptide sequence is EKKYFAATQFELLAA. The binding affinity (normalized) is 0.417. (2) The peptide sequence is RIDTPEVLKGPFTVR. The MHC is HLA-DPA10103-DPB10201 with pseudo-sequence HLA-DPA10103-DPB10201. The binding affinity (normalized) is 0.238. (3) The peptide sequence is GELQIVDKIDADFKI. The MHC is DRB1_0802 with pseudo-sequence DRB1_0802. The binding affinity (normalized) is 0.287. (4) The peptide sequence is RSKFLLMDALKLSIE. The MHC is DRB4_0101 with pseudo-sequence DRB4_0103. The binding affinity (normalized) is 0.471. (5) The peptide sequence is AGLGLRSAISSGLGS. The MHC is HLA-DPA10103-DPB10401 with pseudo-sequence HLA-DPA10103-DPB10401. The binding affinity (normalized) is 0.147. (6) The peptide sequence is LLDILDTAGLEEYSAMRD. The MHC is DRB1_0701 with pseudo-sequence DRB1_0701. The binding affinity (normalized) is 0.279. (7) The peptide sequence is GNCTTNILEAKYWCP. The MHC is HLA-DQA10201-DQB10303 with pseudo-sequence HLA-DQA10201-DQB10303. The binding affinity (normalized) is 0.421.